From a dataset of NCI-60 drug combinations with 297,098 pairs across 59 cell lines. Regression. Given two drug SMILES strings and cell line genomic features, predict the synergy score measuring deviation from expected non-interaction effect. (1) Cell line: ACHN. Drug 2: C1C(C(OC1N2C=NC(=NC2=O)N)CO)O. Drug 1: CC(CN1CC(=O)NC(=O)C1)N2CC(=O)NC(=O)C2. Synergy scores: CSS=28.9, Synergy_ZIP=-10.4, Synergy_Bliss=-6.67, Synergy_Loewe=-2.74, Synergy_HSA=-2.02. (2) Drug 1: CCCCCOC(=O)NC1=NC(=O)N(C=C1F)C2C(C(C(O2)C)O)O. Drug 2: C1CNP(=O)(OC1)N(CCCl)CCCl. Cell line: HOP-92. Synergy scores: CSS=2.75, Synergy_ZIP=-1.90, Synergy_Bliss=-2.54, Synergy_Loewe=-0.642, Synergy_HSA=-2.05. (3) Cell line: NCI-H322M. Drug 2: CS(=O)(=O)CCNCC1=CC=C(O1)C2=CC3=C(C=C2)N=CN=C3NC4=CC(=C(C=C4)OCC5=CC(=CC=C5)F)Cl. Synergy scores: CSS=31.0, Synergy_ZIP=-3.38, Synergy_Bliss=1.44, Synergy_Loewe=-16.1, Synergy_HSA=1.62. Drug 1: CC(CN1CC(=O)NC(=O)C1)N2CC(=O)NC(=O)C2. (4) Drug 1: CC1C(C(CC(O1)OC2CC(OC(C2O)C)OC3=CC4=CC5=C(C(=O)C(C(C5)C(C(=O)C(C(C)O)O)OC)OC6CC(C(C(O6)C)O)OC7CC(C(C(O7)C)O)OC8CC(C(C(O8)C)O)(C)O)C(=C4C(=C3C)O)O)O)O. Drug 2: CCN(CC)CCCC(C)NC1=C2C=C(C=CC2=NC3=C1C=CC(=C3)Cl)OC. Cell line: SN12C. Synergy scores: CSS=60.3, Synergy_ZIP=-3.03, Synergy_Bliss=-0.823, Synergy_Loewe=-13.7, Synergy_HSA=-1.45. (5) Drug 1: CC1C(C(CC(O1)OC2CC(CC3=C2C(=C4C(=C3O)C(=O)C5=C(C4=O)C(=CC=C5)OC)O)(C(=O)CO)O)N)O.Cl. Drug 2: C1=NC2=C(N1)C(=S)N=CN2. Cell line: A498. Synergy scores: CSS=41.0, Synergy_ZIP=-11.9, Synergy_Bliss=-5.13, Synergy_Loewe=-3.02, Synergy_HSA=-0.664. (6) Drug 1: CNC(=O)C1=NC=CC(=C1)OC2=CC=C(C=C2)NC(=O)NC3=CC(=C(C=C3)Cl)C(F)(F)F. Drug 2: C1CN(P(=O)(OC1)NCCCl)CCCl. Cell line: SN12C. Synergy scores: CSS=-4.01, Synergy_ZIP=5.53, Synergy_Bliss=5.80, Synergy_Loewe=-3.89, Synergy_HSA=-3.36. (7) Cell line: SW-620. Synergy scores: CSS=17.5, Synergy_ZIP=-4.50, Synergy_Bliss=-2.30, Synergy_Loewe=-4.44, Synergy_HSA=-0.600. Drug 1: CN1C2=C(C=C(C=C2)N(CCCl)CCCl)N=C1CCCC(=O)O.Cl. Drug 2: C(CCl)NC(=O)N(CCCl)N=O. (8) Drug 1: C1CN1C2=NC(=NC(=N2)N3CC3)N4CC4. Drug 2: C1=C(C(=O)NC(=O)N1)F. Cell line: BT-549. Synergy scores: CSS=23.7, Synergy_ZIP=-10.8, Synergy_Bliss=-11.1, Synergy_Loewe=-4.67, Synergy_HSA=-2.59. (9) Drug 1: CC1OCC2C(O1)C(C(C(O2)OC3C4COC(=O)C4C(C5=CC6=C(C=C35)OCO6)C7=CC(=C(C(=C7)OC)O)OC)O)O. Drug 2: COC1=C2C(=CC3=C1OC=C3)C=CC(=O)O2. Cell line: UACC-257. Synergy scores: CSS=-0.309, Synergy_ZIP=-1.75, Synergy_Bliss=-2.54, Synergy_Loewe=-6.83, Synergy_HSA=-3.24. (10) Drug 1: C1=CC(=CC=C1CC(C(=O)O)N)N(CCCl)CCCl.Cl. Drug 2: C1CN(P(=O)(OC1)NCCCl)CCCl. Cell line: RPMI-8226. Synergy scores: CSS=5.69, Synergy_ZIP=-4.27, Synergy_Bliss=-6.44, Synergy_Loewe=-30.4, Synergy_HSA=-10.9.